From a dataset of Reaction yield outcomes from USPTO patents with 853,638 reactions. Predict the reaction yield, written as a fraction of the theoretical maximum amount of product (1.0 means a 100% yield; for example, 0.34 means a 34% yield). The reactants are C([O:8][C:9]1[CH:14]=[CH:13][C:12]([CH2:15][CH2:16][C:17]([CH3:27])([S:23]([CH3:26])(=[O:25])=[O:24])[C:18]([O:20][CH2:21][CH3:22])=[O:19])=[CH:11][CH:10]=1)C1C=CC=CC=1.C1CCCCC=1. The catalyst is [OH-].[OH-].[Pd+2].C(O)C. The product is [OH:8][C:9]1[CH:10]=[CH:11][C:12]([CH2:15][CH2:16][C:17]([CH3:27])([S:23]([CH3:26])(=[O:25])=[O:24])[C:18]([O:20][CH2:21][CH3:22])=[O:19])=[CH:13][CH:14]=1. The yield is 0.946.